From a dataset of Reaction yield outcomes from USPTO patents with 853,638 reactions. Predict the reaction yield, written as a fraction of the theoretical maximum amount of product (1.0 means a 100% yield; for example, 0.34 means a 34% yield). (1) The reactants are [CH3:1][O:2][C:3]([C@@H:5]([N:13]1[CH2:21][C:17]2[CH:18]=[CH:19][S:20][C:16]=2[CH2:15][CH2:14]1)[C:6]1[CH:7]=[CH:8][CH:9]=[CH:10][C:11]=1[Cl:12])=[O:4].[C@@]12(CS([O-])(=O)=O)C(C)(C)C(CC1)CC2=O.C(=O)([O-])[O-].[K+].[K+]. The catalyst is ClCCl.O. The product is [CH3:1][O:2][C:3]([C@@H:5]([N:13]1[CH2:21][C:17]2[CH:18]=[CH:19][S:20][C:16]=2[CH2:15][CH2:14]1)[C:6]1[CH:7]=[CH:8][CH:9]=[CH:10][C:11]=1[Cl:12])=[O:4]. The yield is 0.990. (2) The reactants are [Br:1][C:2]1[CH:7]=[CH:6][C:5]([CH2:8][C:9]([O:11][CH2:12][CH3:13])=[O:10])=[CH:4][CH:3]=1.C([N-]C(C)C)(C)C.[Li+].C([C:24]([O:26][CH2:27][CH3:28])=[O:25])#N. The catalyst is C1COCC1. The product is [Br:1][C:2]1[CH:3]=[CH:4][C:5]([CH:8]([C:24]([O:26][CH2:27][CH3:28])=[O:25])[C:9]([O:11][CH2:12][CH3:13])=[O:10])=[CH:6][CH:7]=1. The yield is 0.410. (3) The reactants are COC1C=CC(C[N:8]2[C:12]3=[N:13][CH:14]=[CH:15][C:16]([O:17][C:18]4[CH:23]=[CH:22][C:21]([NH:24][C:25]([C:27]56[CH2:32][CH:31]5[CH2:30][N:29]([C:33]5[CH:38]=[CH:37][C:36]([F:39])=[CH:35][CH:34]=5)[C:28]6=[O:40])=[O:26])=[CH:20][C:19]=4[F:41])=[C:11]3[C:10]([N:42]3[CH2:47][CH2:46][N:45](C(OC(C)(C)C)=O)[CH2:44][CH2:43]3)=[N:9]2)=CC=1. The catalyst is C(O)(C(F)(F)F)=O. The product is [F:41][C:19]1[CH:20]=[C:21]([NH:24][C:25]([C:27]23[CH2:32][CH:31]2[CH2:30][N:29]([C:33]2[CH:38]=[CH:37][C:36]([F:39])=[CH:35][CH:34]=2)[C:28]3=[O:40])=[O:26])[CH:22]=[CH:23][C:18]=1[O:17][C:16]1[CH:15]=[CH:14][N:13]=[C:12]2[NH:8][N:9]=[C:10]([N:42]3[CH2:43][CH2:44][NH:45][CH2:46][CH2:47]3)[C:11]=12. The yield is 0.449. (4) The reactants are NC1C=CC(C(O)=O)=CC=1.C1(C(Cl)=O)CCCCC1.CCN(CC)CC.[OH-].[Na+].[CH:29]1([C:35]([NH:37][C:38]2[CH:47]=[CH:46][C:41]([C:42]([O:44]C)=[O:43])=[CH:40][CH:39]=2)=[O:36])[CH2:34][CH2:33][CH2:32][CH2:31][CH2:30]1. The catalyst is C1COCC1. The product is [CH:29]1([C:35]([NH:37][C:38]2[CH:47]=[CH:46][C:41]([C:42]([OH:44])=[O:43])=[CH:40][CH:39]=2)=[O:36])[CH2:30][CH2:31][CH2:32][CH2:33][CH2:34]1. The yield is 0.920. (5) The reactants are Br[C:2]1[C:3]([CH3:21])=[CH:4][C:5]([CH:8]([O:13][Si:14]([C:17]([CH3:20])([CH3:19])[CH3:18])([CH3:16])[CH3:15])[C:9]([F:12])([F:11])[F:10])=[N:6][CH:7]=1.[B:22](OC(C)C)([O:27]C(C)C)[O:23]C(C)C. The catalyst is C1COCC1. The product is [Si:14]([O:13][CH:8]([C:5]1[N:6]=[CH:7][C:2]([B:22]([OH:27])[OH:23])=[C:3]([CH3:21])[CH:4]=1)[C:9]([F:12])([F:11])[F:10])([C:17]([CH3:20])([CH3:19])[CH3:18])([CH3:16])[CH3:15]. The yield is 0.370. (6) The reactants are [N+:1]([C:4]1[CH:9]=[CH:8][C:7]([CH2:10][CH2:11][S:12]([N:15]2[CH2:20][CH2:19][O:18][CH2:17][CH2:16]2)(=[O:14])=[O:13])=[CH:6][CH:5]=1)([O-])=O. The catalyst is CO.[Pd]. The product is [N:15]1([S:12]([CH2:11][CH2:10][C:7]2[CH:8]=[CH:9][C:4]([NH2:1])=[CH:5][CH:6]=2)(=[O:14])=[O:13])[CH2:16][CH2:17][O:18][CH2:19][CH2:20]1. The yield is 0.340. (7) The reactants are Br[C:2]1[CH:3]=[C:4]([CH:7]=[CH:8][CH:9]=1)[CH:5]=[O:6].[CH2:10]([N:14]1[CH2:19][CH2:18][CH2:17][CH2:16][CH2:15]1)[CH2:11][C:12]#[CH:13]. The yield is 0.860. The catalyst is [Cu]I.N1CCCC1. The product is [N:14]1([CH2:10][CH2:11][C:12]#[C:13][C:2]2[CH:3]=[C:4]([CH:7]=[CH:8][CH:9]=2)[CH:5]=[O:6])[CH2:19][CH2:18][CH2:17][CH2:16][CH2:15]1. (8) The yield is 0.820. The product is [CH3:30][O:29][C:26]1[CH:25]=[CH:24][C:23]([CH:2]2[C:6]3[CH:7]=[C:8]([NH:13][C:14](=[O:20])[CH2:15][C:16]([CH3:18])([CH3:17])[CH3:19])[C:9]([CH3:12])=[C:10]([CH3:11])[C:5]=3[O:4][C:3]2([CH3:22])[CH3:21])=[CH:28][CH:27]=1. The catalyst is C(OCC)(=O)C.CCCCCC. The reactants are O[C:2]1([C:23]2[CH:28]=[CH:27][C:26]([O:29][CH3:30])=[CH:25][CH:24]=2)[C:6]2[CH:7]=[C:8]([NH:13][C:14](=[O:20])[CH2:15][C:16]([CH3:19])([CH3:18])[CH3:17])[C:9]([CH3:12])=[C:10]([CH3:11])[C:5]=2[O:4][C:3]1([CH3:22])[CH3:21].